From a dataset of Catalyst prediction with 721,799 reactions and 888 catalyst types from USPTO. Predict which catalyst facilitates the given reaction. Reactant: [Cl:1][C:2]1[CH:3]=[C:4]2[C:8](=[CH:9][CH:10]=1)[NH:7][CH:6]=[C:5]2[CH2:11][CH2:12][NH:13][C:14](=[O:22])[C:15]1[CH:20]=[CH:19][C:18](I)=[CH:17][CH:16]=1.[N:23]1[CH:28]=[CH:27][C:26](B(O)O)=[CH:25][CH:24]=1.C(=O)([O-])[O-].[Na+].[Na+]. Product: [Cl:1][C:2]1[CH:3]=[C:4]2[C:8](=[CH:9][CH:10]=1)[NH:7][CH:6]=[C:5]2[CH2:11][CH2:12][NH:13][C:14](=[O:22])[C:15]1[CH:20]=[CH:19][C:18]([C:26]2[CH:27]=[CH:28][N:23]=[CH:24][CH:25]=2)=[CH:17][CH:16]=1. The catalyst class is: 437.